From a dataset of Forward reaction prediction with 1.9M reactions from USPTO patents (1976-2016). Predict the product of the given reaction. (1) The product is: [F:12][C:2]([F:1])([F:11])[CH:3]([C:5]1[CH:10]=[CH:9][N:8]=[CH:7][CH:6]=1)[CH3:4]. Given the reactants [F:1][C:2]([F:12])([F:11])[C:3]([C:5]1[CH:10]=[CH:9][N:8]=[CH:7][CH:6]=1)=[CH2:4].[H][H], predict the reaction product. (2) Given the reactants [F:1][C:2]1[CH:19]=[CH:18][C:5]([O:6][CH2:7][C@@H:8]([NH:10]C(=O)OC(C)(C)C)[CH3:9])=[C:4]([C:20]([F:23])([F:22])[F:21])[CH:3]=1.Cl, predict the reaction product. The product is: [F:1][C:2]1[CH:19]=[CH:18][C:5]([O:6][CH2:7][C@@H:8]([NH2:10])[CH3:9])=[C:4]([C:20]([F:21])([F:22])[F:23])[CH:3]=1. (3) Given the reactants Br[C:2]1[C:9]([C:10]#[N:11])=[C:8]([OH:12])[C:7]([OH:13])=[CH:6][C:3]=1[C:4]#[N:5].[CH2:14](B1OC(C)(C)C(C)(C)O1)/[CH:15]=[CH:16]/[CH3:17], predict the reaction product. The product is: [CH2:14]([C:2]1[C:9]([C:10]#[N:11])=[C:8]([OH:12])[C:7]([OH:13])=[CH:6][C:3]=1[C:4]#[N:5])/[CH:15]=[CH:16]/[CH3:17].